From a dataset of Catalyst prediction with 721,799 reactions and 888 catalyst types from USPTO. Predict which catalyst facilitates the given reaction. Reactant: [Cl:1][C:2]1[N:3]=[C:4]2[C:12](=[CH:13][N:14]=1)[NH:11][C:10](=[O:15])[CH:9]1[CH2:16][N:5]2[CH2:6][CH2:7][CH2:8]1.[C:17](=O)([O-])[O-].[Cs+].[Cs+].IC. Product: [Cl:1][C:2]1[N:3]=[C:4]2[C:12](=[CH:13][N:14]=1)[N:11]([CH3:17])[C:10](=[O:15])[CH:9]1[CH2:16][N:5]2[CH2:6][CH2:7][CH2:8]1. The catalyst class is: 9.